This data is from Full USPTO retrosynthesis dataset with 1.9M reactions from patents (1976-2016). The task is: Predict the reactants needed to synthesize the given product. (1) Given the product [Br:19][CH2:1][C:2]1[CH:11]=[CH:10][CH:9]=[CH:8][C:3]=1[C:4]([O:6][CH3:7])=[O:5], predict the reactants needed to synthesize it. The reactants are: [CH3:1][C:2]1[CH:11]=[CH:10][CH:9]=[CH:8][C:3]=1[C:4]([O:6][CH3:7])=[O:5].C1C(=O)N([Br:19])C(=O)C1.CC(N=NC(C#N)(C)C)(C#N)C. (2) Given the product [OH:28][CH2:27][CH:26]([NH:25][C:21]([C:17]1[N:18]([CH3:20])[N:19]=[C:15]([O:14][CH2:13][C:12]2[C:8]([C:5]3[CH:4]=[CH:3][C:2]([F:1])=[CH:7][CH:6]=3)=[N:9][O:10][C:11]=2[CH3:24])[CH:16]=1)=[O:23])[CH2:29][CH3:30], predict the reactants needed to synthesize it. The reactants are: [F:1][C:2]1[CH:7]=[CH:6][C:5]([C:8]2[C:12]([CH2:13][O:14][C:15]3[CH:16]=[C:17]([C:21]([OH:23])=O)[N:18]([CH3:20])[N:19]=3)=[C:11]([CH3:24])[O:10][N:9]=2)=[CH:4][CH:3]=1.[NH2:25][CH:26]([CH2:29][CH3:30])[CH2:27][OH:28]. (3) Given the product [CH3:47][O:48][C:49](=[O:53])[CH2:50][N:51]([C:16]([C:13]1[CH:12]=[CH:11][C:10]([C:19]2[CH:24]=[CH:23][CH:22]=[CH:21][CH:20]=2)=[CH:15][CH:14]=1)=[O:18])[CH3:52], predict the reactants needed to synthesize it. The reactants are: CCN(C(C)C)C(C)C.[C:10]1([C:19]2[CH:24]=[CH:23][CH:22]=[CH:21][CH:20]=2)[CH:15]=[CH:14][C:13]([C:16]([OH:18])=O)=[CH:12][CH:11]=1.C1C=CC2N(O)N=NC=2C=1.CCN=C=NCCCN(C)C.Cl.[CH3:47][O:48][C:49](=[O:53])[CH2:50][NH:51][CH3:52]. (4) The reactants are: [F:1][C:2]1[CH:3]=[C:4](Br)[CH:5]=[C:6]([F:12])[C:7]=1[C:8]([F:11])([F:10])[F:9].[C:14]([O:18][CH2:19][CH2:20][CH2:21][CH3:22])(=[O:17])[CH:15]=[CH2:16].C1N2CCN(CC2)C1.C(=O)([O-])[O-].[K+].[K+]. Given the product [CH2:19]([O:18][C:14](=[O:17])[CH:15]=[CH:16][C:4]1[CH:3]=[C:2]([F:1])[C:7]([C:8]([F:11])([F:10])[F:9])=[C:6]([F:12])[CH:5]=1)[CH2:20][CH2:21][CH3:22], predict the reactants needed to synthesize it.